Dataset: Catalyst prediction with 721,799 reactions and 888 catalyst types from USPTO. Task: Predict which catalyst facilitates the given reaction. Reactant: [Br:1][C:2]1[CH:3]=[CH:4][C:5]([N+:14]([O-])=O)=[C:6]([N:8]2[CH2:13][CH2:12][NH:11][CH2:10][CH2:9]2)[CH:7]=1.Br[CH2:18][CH2:19][C:20]([F:23])([F:22])[F:21].CCN(C(C)C)C(C)C.[Sn](Cl)Cl. Product: [Br:1][C:2]1[CH:3]=[CH:4][C:5]([NH2:14])=[C:6]([N:8]2[CH2:13][CH2:12][N:11]([CH2:18][CH2:19][C:20]([F:23])([F:22])[F:21])[CH2:10][CH2:9]2)[CH:7]=1. The catalyst class is: 36.